This data is from Forward reaction prediction with 1.9M reactions from USPTO patents (1976-2016). The task is: Predict the product of the given reaction. Given the reactants [CH:1]1[C:13]2[NH:12][C:11]3[C:6](=[CH:7][CH:8]=[CH:9][CH:10]=3)[C:5]=2[CH:4]=[CH:3][CH:2]=1.[H-].[Na+].Br[CH2:17][C:18]([O:20][CH2:21][CH3:22])=[O:19].O, predict the reaction product. The product is: [CH:10]1[C:11]2[N:12]([CH2:17][C:18]([O:20][CH2:21][CH3:22])=[O:19])[C:13]3[C:5](=[CH:4][CH:3]=[CH:2][CH:1]=3)[C:6]=2[CH:7]=[CH:8][CH:9]=1.